Dataset: Forward reaction prediction with 1.9M reactions from USPTO patents (1976-2016). Task: Predict the product of the given reaction. Given the reactants Br.[NH2:2][C:3]1[S:4][C:5]([CH2:15][CH2:16]Br)=[C:6]([C:8]2[CH:13]=[CH:12][C:11]([F:14])=[CH:10][CH:9]=2)[N:7]=1.[F:18][C:19]1[CH:33]=[CH:32][C:22]2[N:23]([CH:26]3[CH2:31][CH2:30][NH:29][CH2:28][CH2:27]3)[N:24]=[N:25][C:21]=2[CH:20]=1.C(N(C(C)C)CC)(C)C.CO, predict the reaction product. The product is: [NH2:2][C:3]1[S:4][C:5]([CH2:15][CH2:16][N:29]2[CH2:28][CH2:27][CH:26]([N:23]3[C:22]4[CH:32]=[CH:33][C:19]([F:18])=[CH:20][C:21]=4[N:25]=[N:24]3)[CH2:31][CH2:30]2)=[C:6]([C:8]2[CH:13]=[CH:12][C:11]([F:14])=[CH:10][CH:9]=2)[N:7]=1.